Task: Predict the reaction yield, written as a fraction of the theoretical maximum amount of product (1.0 means a 100% yield; for example, 0.34 means a 34% yield).. Dataset: Reaction yield outcomes from USPTO patents with 853,638 reactions (1) The reactants are [Br:1][C:2]1[CH:7]=[CH:6][C:5]([OH:8])=[CH:4][CH:3]=1.[O:9]1[CH2:14][CH2:13][CH2:12][CH2:11][CH:10]1[O:15][C@@H:16]1[CH2:21][CH2:20][C@H:19]([CH2:22]O)[CH2:18][CH2:17]1.C1(P(C2C=CC=CC=2)C2C=CC=CC=2)C=CC=CC=1.C(N(CC)CC)C.CC(OC(/N=N/C(OC(C)C)=O)=O)C. The catalyst is C1COCC1. The product is [Br:1][C:2]1[CH:7]=[CH:6][C:5]([O:8][CH2:22][C@@H:19]2[CH2:18][CH2:17][C@H:16]([O:15][CH:10]3[CH2:11][CH2:12][CH2:13][CH2:14][O:9]3)[CH2:21][CH2:20]2)=[CH:4][CH:3]=1. The yield is 0.480. (2) The reactants are [Br:1][C:2]1[CH:11]=[C:10]2[C:5]([CH2:6][CH2:7][NH:8][CH2:9]2)=[CH:4][CH:3]=1.C(N(CC)CC)C.[C:19](OC(=O)C)(=[O:21])[CH3:20].Cl. The catalyst is CN(C)C1C=CN=CC=1.ClCCl. The product is [C:19]([N:8]1[CH2:7][CH2:6][C:5]2[C:10](=[CH:11][C:2]([Br:1])=[CH:3][CH:4]=2)[CH2:9]1)(=[O:21])[CH3:20]. The yield is 0.990. (3) The reactants are [Cl:1][C:2]1[CH:25]=[CH:24][CH:23]=[C:22]([Cl:26])[C:3]=1[C:4]([NH:6][C@H:7]([C:18]([O:20][CH3:21])=[O:19])[CH2:8][C:9]1[CH:17]=[CH:16][C:12]([C:13](O)=[O:14])=[CH:11][CH:10]=1)=[O:5].S(C)C.CO. The catalyst is C1COCC1. The product is [Cl:1][C:2]1[CH:25]=[CH:24][CH:23]=[C:22]([Cl:26])[C:3]=1[C:4]([NH:6][C@H:7]([C:18]([O:20][CH3:21])=[O:19])[CH2:8][C:9]1[CH:10]=[CH:11][C:12]([CH2:13][OH:14])=[CH:16][CH:17]=1)=[O:5]. The yield is 0.970.